From a dataset of Forward reaction prediction with 1.9M reactions from USPTO patents (1976-2016). Predict the product of the given reaction. Given the reactants [Br:1][C:2]1[N:7]=[C:6]([CH:8]=O)[CH:5]=[CH:4][CH:3]=1.C(O)(=O)[CH2:11][C:12]([OH:14])=[O:13].N1CCCCC1.Cl, predict the reaction product. The product is: [Br:1][C:2]1[N:7]=[C:6]([CH:8]=[CH:11][C:12]([OH:14])=[O:13])[CH:5]=[CH:4][CH:3]=1.